From a dataset of P-glycoprotein inhibition data for predicting drug efflux from Broccatelli et al.. Regression/Classification. Given a drug SMILES string, predict its absorption, distribution, metabolism, or excretion properties. Task type varies by dataset: regression for continuous measurements (e.g., permeability, clearance, half-life) or binary classification for categorical outcomes (e.g., BBB penetration, CYP inhibition). Dataset: pgp_broccatelli. (1) The result is 1 (inhibitor). The compound is COC(=O)[C@@H]1[C@@H](OC)[C@@H](OC(=O)c2cc(OC)c(OC)c(OC)c2)C[C@H]2CN3CCc4c([nH]c5cc(OC)ccc45)[C@H]3C[C@@H]12. (2) The compound is OCCN(CCO)c1nc(N(CCO)CCO)c2nc(N(CCO)CCO)nc(N(CCO)CCO)c2n1. The result is 0 (non-inhibitor). (3) The drug is CC[C@@H]1CN2CCc3cc(OC)c(OC)cc3[C@@H]2C[C@H]1C[C@H]1NCCc2cc(OC)c(OC)cc21. The result is 0 (non-inhibitor). (4) The molecule is COC(=O)c1ccc(NC[C@H](O)COc2ccccc2C(=O)CCc2ccccc2)cc1. The result is 1 (inhibitor). (5) The molecule is OC[C@@H](O)CN1CCN(c2ccccc2)CC1. The result is 0 (non-inhibitor). (6) The result is 1 (inhibitor). The compound is O=C(CCc1ccccc1)c1ccccc1OC[C@H](O)CNCCCC(c1ccccc1)c1ccccc1. (7) The compound is COc1ccc(CCN)cc1OC. The result is 0 (non-inhibitor).